Task: Predict which catalyst facilitates the given reaction.. Dataset: Catalyst prediction with 721,799 reactions and 888 catalyst types from USPTO Reactant: C1(P(C2C=CC=CC=2)C2C=CC=CC=2)C=CC=CC=1.[Br:20]Br.[Cl:22][C:23]1[CH:24]=[CH:25][C:26]([S:31]([CH3:34])(=[O:33])=[O:32])=[C:27]([CH2:29]O)[CH:28]=1.O. Product: [Br:20][CH2:29][C:27]1[CH:28]=[C:23]([Cl:22])[CH:24]=[CH:25][C:26]=1[S:31]([CH3:34])(=[O:33])=[O:32]. The catalyst class is: 10.